From a dataset of Forward reaction prediction with 1.9M reactions from USPTO patents (1976-2016). Predict the product of the given reaction. (1) Given the reactants [F:1][C:2]1[C:7]2[O:8][CH2:9][O:10][C:6]=2[CH:5]=[CH:4][C:3]=1[B:11]([OH:13])[OH:12].[CH2:14](O)[CH2:15][CH2:16]O, predict the reaction product. The product is: [F:1][C:2]1[C:7]2[O:8][CH2:9][O:10][C:6]=2[CH:5]=[CH:4][C:3]=1[B:11]1[O:13][CH2:16][CH2:15][CH2:14][O:12]1. (2) Given the reactants [CH:1]([C:4]1[CH:5]=[C:6]([OH:12])[CH:7]=[CH:8][C:9]=1[O:10][CH3:11])([CH3:3])[CH3:2].[Cl:13][C:14]1[C:15]([F:23])=[N:16][C:17]([F:22])=[C:18]([Cl:21])[C:19]=1F.C(=O)([O-])[O-].[K+].[K+], predict the reaction product. The product is: [Cl:13][C:14]1[C:15]([F:23])=[N:16][C:17]([F:22])=[C:18]([Cl:21])[C:19]=1[O:12][C:6]1[CH:7]=[CH:8][C:9]([O:10][CH3:11])=[C:4]([CH:1]([CH3:3])[CH3:2])[CH:5]=1. (3) Given the reactants [CH2:1]([O:3][P:4]([CH2:9][C:10]1[CH:15]=[CH:14][C:13]([NH:16][C:17](=[O:33])[CH2:18][CH2:19][C:20]2[CH:21]=[N:22][O:23][C:24]=2[C:25]2[CH:30]=[CH:29][C:28]([S:31][CH3:32])=[CH:27][CH:26]=2)=[CH:12][CH:11]=1)([O:6][CH2:7][CH3:8])=[O:5])[CH3:2].ClC1C=CC=C(C(OO)=[O:42])C=1.S([O-])([O-])=O.[Na+].[Na+], predict the reaction product. The product is: [CH2:1]([O:3][P:4]([CH2:9][C:10]1[CH:11]=[CH:12][C:13]([NH:16][C:17](=[O:33])[CH2:18][CH2:19][C:20]2[CH:21]=[N:22][O:23][C:24]=2[C:25]2[CH:30]=[CH:29][C:28]([S:31]([CH3:32])=[O:42])=[CH:27][CH:26]=2)=[CH:14][CH:15]=1)([O:6][CH2:7][CH3:8])=[O:5])[CH3:2]. (4) The product is: [CH2:22]([O:24][C:25]([CH:27]1[CH2:31][CH2:30][CH2:29][CH:28]1[N:32]([C:17](=[O:19])[CH2:16][C:11]1[NH:10][C:9]2[CH:20]=[CH:21][C:6]([NH:5][S:2]([CH3:1])(=[O:3])=[O:4])=[CH:7][C:8]=2[S:13](=[O:14])(=[O:15])[N:12]=1)[CH3:33])=[O:26])[CH3:23]. Given the reactants [CH3:1][S:2]([NH:5][C:6]1[CH:21]=[CH:20][C:9]2[NH:10][C:11]([CH2:16][C:17]([OH:19])=O)=[N:12][S:13](=[O:15])(=[O:14])[C:8]=2[CH:7]=1)(=[O:4])=[O:3].[CH2:22]([O:24][C:25]([CH:27]1[CH2:31][CH2:30][CH2:29][CH:28]1[NH:32][CH3:33])=[O:26])[CH3:23].Cl.CN(C)CCCN=C=NCC.CN1CCOCC1.Cl, predict the reaction product. (5) The product is: [CH3:9][O:8][C:7]1[CH:6]=[CH:5][C:4]([C:10]2[O:11][C:12]3[CH:18]=[CH:17][C:16]([C:19]4[S:20][C:21]5[CH:27]=[CH:26][CH:25]=[CH:24][C:22]=5[CH:23]=4)=[CH:15][C:13]=3[N:14]=2)=[CH:3][C:2]=1[N:1]1[C:37](=[O:38])[C:31]2[C:30](=[CH:29][CH:28]=[C:33]([C:34]([OH:36])=[O:35])[CH:32]=2)[C:40]1=[O:39]. Given the reactants [NH2:1][C:2]1[CH:3]=[C:4]([C:10]2[O:11][C:12]3[CH:18]=[CH:17][C:16]([C:19]4[S:20][C:21]5[CH:27]=[CH:26][CH:25]=[CH:24][C:22]=5[CH:23]=4)=[CH:15][C:13]=3[N:14]=2)[CH:5]=[CH:6][C:7]=1[O:8][CH3:9].[CH:28]1[C:33]([C:34]([OH:36])=[O:35])=[CH:32][C:31]2[C:37]([O:39][C:40](=O)[C:30]=2[CH:29]=1)=[O:38], predict the reaction product. (6) Given the reactants [Br:1][C:2]1[CH:3]=[CH:4][C:5]([C:8](=[O:10])[CH3:9])=[N:6][CH:7]=1.[CH3:11][Mg+].[Br-], predict the reaction product. The product is: [Br:1][C:2]1[CH:3]=[CH:4][C:5]([C:8]([OH:10])([CH3:11])[CH3:9])=[N:6][CH:7]=1. (7) Given the reactants [C:1]([O:5][C:6]([N:8]1[CH2:13][CH2:12][N:11]([C:14]2[S:15][C:16](Br)=[CH:17][N:18]=2)[CH2:10][CH2:9]1)=[O:7])([CH3:4])([CH3:3])[CH3:2].C([Sn](CCCC)(CCCC)[C:25]1[N:30]=[CH:29][CH:28]=[CH:27][N:26]=1)CCC.[F-].[Cs+], predict the reaction product. The product is: [C:1]([O:5][C:6]([N:8]1[CH2:13][CH2:12][N:11]([C:14]2[S:15][C:16]([C:25]3[N:30]=[CH:29][CH:28]=[CH:27][N:26]=3)=[CH:17][N:18]=2)[CH2:10][CH2:9]1)=[O:7])([CH3:4])([CH3:3])[CH3:2].